Predict the reactants needed to synthesize the given product. From a dataset of Full USPTO retrosynthesis dataset with 1.9M reactions from patents (1976-2016). (1) Given the product [Cl:1][C:2]1[CH:7]=[CH:6][C:5]([C:8]2([OH:20])[CH2:13][CH2:12][N:11]([C@@H:14]3[C@@H:18]([OH:19])[CH2:17][N:16]([C:22]4[C:31]5[C:26](=[CH:27][C:28]([Cl:32])=[CH:29][CH:30]=5)[N:25]=[CH:24][N:23]=4)[CH2:15]3)[CH2:10][CH2:9]2)=[CH:4][CH:3]=1, predict the reactants needed to synthesize it. The reactants are: [Cl:1][C:2]1[CH:7]=[CH:6][C:5]([C:8]2([OH:20])[CH2:13][CH2:12][N:11]([CH:14]3[CH:18]([OH:19])[CH2:17][NH:16][CH2:15]3)[CH2:10][CH2:9]2)=[CH:4][CH:3]=1.Cl[C:22]1[C:31]2[C:26](=[CH:27][C:28]([Cl:32])=[CH:29][CH:30]=2)[N:25]=[CH:24][N:23]=1. (2) Given the product [O:1]1[CH2:6][CH2:5][CH:4]([C:7]2[CH:8]=[C:9]([NH2:13])[CH:10]=[N:11][CH:12]=2)[CH2:3][CH2:2]1, predict the reactants needed to synthesize it. The reactants are: [O:1]1[CH2:6][CH:5]=[C:4]([C:7]2[CH:8]=[C:9]([NH2:13])[CH:10]=[N:11][CH:12]=2)[CH2:3][CH2:2]1. (3) Given the product [C:1]([O:5][C:6](=[O:25])[NH:7][C:8]1[CH:13]=[C:12]([O:14][CH2:15][C:16]([F:18])([F:17])[F:19])[C:11]([C:20]([F:22])([F:23])[F:21])=[CH:10][C:9]=1[NH:24][C:31](=[O:30])[CH2:32][C:33]([C:35]1[CH:40]=[CH:39][CH:38]=[C:37]([C:41]2[CH:46]=[CH:45][N:44]=[C:43]([N:47]3[CH2:48][CH2:49][O:50][CH2:51][CH2:52]3)[CH:42]=2)[CH:36]=1)=[O:34])([CH3:4])([CH3:2])[CH3:3], predict the reactants needed to synthesize it. The reactants are: [C:1]([O:5][C:6](=[O:25])[NH:7][C:8]1[CH:13]=[C:12]([O:14][CH2:15][C:16]([F:19])([F:18])[F:17])[C:11]([C:20]([F:23])([F:22])[F:21])=[CH:10][C:9]=1[NH2:24])([CH3:4])([CH3:3])[CH3:2].C([O:30][C:31](=O)[CH2:32][C:33]([C:35]1[CH:40]=[CH:39][CH:38]=[C:37]([C:41]2[CH:46]=[CH:45][N:44]=[C:43]([N:47]3[CH2:52][CH2:51][O:50][CH2:49][CH2:48]3)[CH:42]=2)[CH:36]=1)=[O:34])(C)(C)C.